Dataset: Catalyst prediction with 721,799 reactions and 888 catalyst types from USPTO. Task: Predict which catalyst facilitates the given reaction. Reactant: [Cl:1][C:2]1[CH:7]=[CH:6][C:5]([CH2:8][C:9]#[N:10])=[CH:4][C:3]=1[C:11]([F:14])([F:13])[F:12].CO. Product: [ClH:1].[Cl:1][C:2]1[CH:7]=[CH:6][C:5]([CH2:8][CH2:9][NH2:10])=[CH:4][C:3]=1[C:11]([F:12])([F:13])[F:14]. The catalyst class is: 1.